Dataset: Forward reaction prediction with 1.9M reactions from USPTO patents (1976-2016). Task: Predict the product of the given reaction. (1) Given the reactants [C:1]([O:5][C:6](=[O:20])[NH:7][C@@H:8]1[C:14](=O)[NH:13][C:12]2[CH:16]=[CH:17][CH:18]=[CH:19]C=2NC1)([CH3:4])([CH3:3])[CH3:2].[C:21]([O-])([O-])=O.[Cs+].[Cs+].CI.[CH3:29][N:30]([CH:32]=[O:33])[CH3:31], predict the reaction product. The product is: [C:1]([O:5][C:6](=[O:20])[NH:7][C@@H:8]1[C:32](=[O:33])[N:30]([CH3:31])[C:29]2[CH:19]=[CH:18][CH:17]=[CH:16][C:12]=2[N:13]([CH3:21])[CH2:14]1)([CH3:2])([CH3:3])[CH3:4]. (2) The product is: [Br:1][C:2]1[N:3]=[C:4]2[CH:9]=[C:8]([CH3:10])[CH:7]=[CH:6][N:5]2[C:11]=1[I:12]. Given the reactants [Br:1][C:2]1[N:3]=[C:4]2[CH:9]=[C:8]([CH3:10])[CH:7]=[CH:6][N:5]2[CH:11]=1.[I:12]N1C(=O)CCC1=O, predict the reaction product. (3) The product is: [CH:3]1([CH2:9][CH2:10][O:11][C:13]2[CH:20]=[CH:19][C:16]([CH:17]=[O:18])=[C:15]([C:21]([F:22])([F:24])[F:23])[CH:14]=2)[CH2:8][CH2:7][CH2:6][CH2:5][CH2:4]1. Given the reactants [H-].[Na+].[CH:3]1([CH2:9][CH2:10][OH:11])[CH2:8][CH2:7][CH2:6][CH2:5][CH2:4]1.F[C:13]1[CH:20]=[CH:19][C:16]([CH:17]=[O:18])=[C:15]([C:21]([F:24])([F:23])[F:22])[CH:14]=1, predict the reaction product. (4) Given the reactants [N+:1]([C:4]1[CH:9]=[CH:8][C:7]([O:10][C:11]2[CH:16]=[CH:15][C:14]([O:17][C:18]([F:21])([F:20])[F:19])=[CH:13][CH:12]=2)=[CH:6][CH:5]=1)([O-])=O, predict the reaction product. The product is: [F:19][C:18]([F:20])([F:21])[O:17][C:14]1[CH:13]=[CH:12][C:11]([O:10][C:7]2[CH:8]=[CH:9][C:4]([NH2:1])=[CH:5][CH:6]=2)=[CH:16][CH:15]=1. (5) Given the reactants [H-].[Na+].[Cl:3][C:4]1[CH:9]=[CH:8][C:7]([C:10]2[C:14]([CH2:15][OH:16])=[C:13](/[CH:17]=[CH:18]/[C:19]3[CH:24]=[CH:23][CH:22]=[CH:21][CH:20]=3)[O:12][N:11]=2)=[CH:6][CH:5]=1.Cl[C:26]1[CH:35]=[CH:34][C:29]([C:30]([O:32][CH3:33])=[O:31])=[CH:28][N:27]=1, predict the reaction product. The product is: [CH3:33][O:32][C:30](=[O:31])[C:29]1[CH:34]=[CH:35][C:26]([O:16][CH2:15][C:14]2[C:10]([C:7]3[CH:6]=[CH:5][C:4]([Cl:3])=[CH:9][CH:8]=3)=[N:11][O:12][C:13]=2/[CH:17]=[CH:18]/[C:19]2[CH:20]=[CH:21][CH:22]=[CH:23][CH:24]=2)=[N:27][CH:28]=1. (6) Given the reactants Br[C:2]1[CH:3]=[C:4]([CH:9]=[C:10]([N:12]([CH3:17])[S:13]([CH3:16])(=[O:15])=[O:14])[CH:11]=1)[C:5]([O:7]C)=[O:6].[CH3:18][C:19]1[CH:20]=[C:21](B(O)O)[CH:22]=[CH:23][CH:24]=1.C(N(CC)CC)C.N.Cl, predict the reaction product. The product is: [CH3:18][C:19]1[CH:24]=[C:23]([C:2]2[CH:11]=[C:10]([N:12]([CH3:17])[S:13]([CH3:16])(=[O:15])=[O:14])[CH:9]=[C:4]([C:5]([OH:7])=[O:6])[CH:3]=2)[CH:22]=[CH:21][CH:20]=1. (7) The product is: [F:1][C:2]1[CH:7]=[CH:6][C:5]([C@@H:8]([N:10]2[CH2:15][CH2:14][CH2:13][CH:12]([CH:16]([O:31][C:40](=[O:42])[CH3:41])[C:17]3[CH:22]=[CH:21][C:20]([N:23]4[CH:27]=[C:26]([CH3:28])[N:25]=[CH:24]4)=[C:19]([O:29][CH3:30])[CH:18]=3)[C:11]2=[O:32])[CH3:9])=[CH:4][CH:3]=1. Given the reactants [F:1][C:2]1[CH:7]=[CH:6][C:5]([CH:8]([N:10]2[CH2:15][CH2:14][CH2:13][CH:12]([CH:16]([OH:31])[C:17]3[CH:22]=[CH:21][C:20]([N:23]4[CH:27]=[C:26]([CH3:28])[N:25]=[CH:24]4)=[C:19]([O:29][CH3:30])[CH:18]=3)[C:11]2=[O:32])[CH3:9])=[CH:4][CH:3]=1.C1(C)C=CC=CC=1.[C:40](OC(=O)C)(=[O:42])[CH3:41].[OH-].[Na+], predict the reaction product. (8) Given the reactants [NH2:1][C:2]1[C:10]([F:11])=[CH:9][CH:8]=[C:7]([F:12])[C:3]=1[C:4]([NH2:6])=[O:5].S([O-])([O-])(=O)=O.[NH4+].[NH4+].[CH2:20](OC(OCC)OCC)C.C(OC(=O)C)(=O)C, predict the reaction product. The product is: [F:12][C:7]1[CH:8]=[CH:9][C:10]([F:11])=[C:2]2[C:3]=1[C:4]([OH:5])=[N:6][CH:20]=[N:1]2. (9) Given the reactants CN([CH:4]=[C:5]1[CH2:14][C@@H:13]([C:15]2[CH:20]=[CH:19][CH:18]=[CH:17][C:16]=2[F:21])[C:12]2[C:7](=[CH:8][CH:9]=[CH:10][CH:11]=2)[C:6]1=O)C.Cl.[OH:24][CH2:25][CH2:26][C:27]1[CH:28]=[C:29]([NH:33][C:34]([NH2:36])=[NH:35])[CH:30]=[CH:31][CH:32]=1.[O-]CC.[Na+], predict the reaction product. The product is: [F:21][C:16]1[CH:17]=[CH:18][CH:19]=[CH:20][C:15]=1[C@H:13]1[C:12]2[CH:11]=[CH:10][CH:9]=[CH:8][C:7]=2[C:6]2[N:36]=[C:34]([NH:33][C:29]3[CH:28]=[C:27]([CH2:26][CH2:25][OH:24])[CH:32]=[CH:31][CH:30]=3)[N:35]=[CH:4][C:5]=2[CH2:14]1. (10) The product is: [NH2:18][CH2:17][C:16]1[CH:19]=[CH:20][C:13]([C:12]#[N:3])=[CH:14][CH:15]=1. Given the reactants O=C1C2C(=CC=CC=2)C(=O)[N:3]1[CH2:12][C:13]1[CH:20]=[CH:19][C:16]([C:17]#[N:18])=[CH:15][CH:14]=1.O.NN, predict the reaction product.